From a dataset of Reaction yield outcomes from USPTO patents with 853,638 reactions. Predict the reaction yield, written as a fraction of the theoretical maximum amount of product (1.0 means a 100% yield; for example, 0.34 means a 34% yield). (1) The reactants are [NH2:1][CH2:2][CH2:3][C:4]1[CH:11]=[CH:10][C:7]([C:8]#[N:9])=[CH:6][CH:5]=1.[C:12]([N:19]1[CH:23]=[CH:22]N=[CH:20]1)(N1C=CN=C1)=[O:13].[CH2:24]([C:27]1([CH2:32][CH2:33][CH2:34][N:35]2[CH2:42]C3C[CH:37]([CH2:38]NC3)[CH2:36]2)OCC[O:28]1)[CH2:25][CH3:26]. The catalyst is C1COCC1. The product is [C:8]([C:7]1[CH:10]=[CH:11][C:4]([CH2:3][CH2:2][NH:1][C:12]([N:19]2[CH2:20][CH:37]3[CH2:38][CH:22]([CH2:42][N:35]([CH2:34][CH2:33][CH2:32][C:27](=[O:28])[CH2:24][CH2:25][CH3:26])[CH2:36]3)[CH2:23]2)=[O:13])=[CH:5][CH:6]=1)#[N:9]. The yield is 0.300. (2) The reactants are C([N:8]1[CH2:14][C:13]2[CH:15]=[C:16]([O:22][CH3:23])[C:17]([N+:19]([O-:21])=[O:20])=[CH:18][C:12]=2[NH:11][C:10](=[O:24])[CH2:9]1)C1C=CC=CC=1.Cl[C:26]([O:28][CH2:29][C:30]1[CH:35]=[CH:34][CH:33]=[CH:32][CH:31]=1)=[O:27]. The catalyst is ClCCCl. The product is [CH2:29]([O:28][C:26]([N:8]1[CH2:14][C:13]2[CH:15]=[C:16]([O:22][CH3:23])[C:17]([N+:19]([O-:21])=[O:20])=[CH:18][C:12]=2[NH:11][C:10](=[O:24])[CH2:9]1)=[O:27])[C:30]1[CH:35]=[CH:34][CH:33]=[CH:32][CH:31]=1. The yield is 0.400. (3) The reactants are [O:1]=[CH:2][C:3]1[CH:11]=[CH:10][C:7]([O:8][CH3:9])=[C:5]([OH:6])[CH:4]=1.[N+:12]([O-])([OH:14])=[O:13]. The catalyst is C(O)(=O)C. The product is [N+:12]([C:10]1[C:7]([O:8][CH3:9])=[C:5]([OH:6])[CH:4]=[C:3]([CH:11]=1)[CH:2]=[O:1])([O-:14])=[O:13]. The yield is 0.650. (4) The reactants are [Br:1][C:2]1[CH:3]=[C:4]2[C:9](=[CH:10][CH:11]=1)[N:8]=[CH:7]C(N)=C2NC.C1N=CN([C:20]([N:22]2[CH:26]=[N:25][CH:24]=[CH:23]2)=O)C=1.C1C[O:30]CC1. No catalyst specified. The product is [Br:1][C:2]1[CH:3]=[CH:4][C:9]2[N:8]=[CH:7][C:24]3[NH:25][C:26](=[O:30])[N:22]([CH3:20])[C:23]=3[C:10]=2[CH:11]=1. The yield is 0.390.